From a dataset of CYP2C9 inhibition data for predicting drug metabolism from PubChem BioAssay. Regression/Classification. Given a drug SMILES string, predict its absorption, distribution, metabolism, or excretion properties. Task type varies by dataset: regression for continuous measurements (e.g., permeability, clearance, half-life) or binary classification for categorical outcomes (e.g., BBB penetration, CYP inhibition). Dataset: cyp2c9_veith. (1) The drug is CCOc1ccc2nc(C)cc(C(=O)O)c2c1. The result is 0 (non-inhibitor). (2) The compound is CNC(=S)NC1CC2CCCC(C1)N2CC(C)C. The result is 0 (non-inhibitor). (3) The molecule is CC(=O)Nc1ccc(N=Cc2c(C)c(C#N)c(=O)n(CCc3ccccc3)c2O)cc1. The result is 0 (non-inhibitor). (4) The drug is O=C(COc1ccc(/C=N/NC(=O)c2ccccc2)cc1)Nc1ccc([N+](=O)[O-])cc1. The result is 0 (non-inhibitor). (5) The drug is COc1ccccc1CNCc1cccs1.Cl. The result is 0 (non-inhibitor).